Dataset: Catalyst prediction with 721,799 reactions and 888 catalyst types from USPTO. Task: Predict which catalyst facilitates the given reaction. (1) Reactant: N#N.[N+:3]([C:6]1[CH:10]=[CH:9][N:8]([CH2:11][C:12]2[O:13][CH:14]=[C:15]([C:17](=[O:19])[CH3:18])[N:16]=2)[N:7]=1)([O-])=O.[NH4+].[Cl-]. Product: [NH2:3][C:6]1[CH:10]=[CH:9][N:8]([CH2:11][C:12]2[O:13][CH:14]=[C:15]([C:17](=[O:19])[CH3:18])[N:16]=2)[N:7]=1. The catalyst class is: 314. (2) Reactant: [CH2:1]([O:4][C:5]1[CH:10]=[CH:9][C:8]([C:11]2[CH:15]=[C:14]([CH2:16][C:17]([OH:19])=[O:18])[O:13][N:12]=2)=[C:7]([C:20]([F:23])([F:22])[F:21])[CH:6]=1)[CH2:2][CH3:3].[CH3:24][CH2:25]O.CCN=C=NCCCN(C)C. Product: [CH2:1]([O:4][C:5]1[CH:10]=[CH:9][C:8]([C:11]2[CH:15]=[C:14]([CH2:16][C:17]([O:19][CH2:24][CH3:25])=[O:18])[O:13][N:12]=2)=[C:7]([C:20]([F:22])([F:23])[F:21])[CH:6]=1)[CH2:2][CH3:3]. The catalyst class is: 64.